This data is from Reaction yield outcomes from USPTO patents with 853,638 reactions. The task is: Predict the reaction yield, written as a fraction of the theoretical maximum amount of product (1.0 means a 100% yield; for example, 0.34 means a 34% yield). (1) The reactants are [S:1]([NH:11][NH2:12])([C:4]1[CH:10]=[CH:9][C:7]([CH3:8])=[CH:6][CH:5]=1)(=[O:3])=[O:2].[Cl:13][CH:14]([Cl:17])[CH:15]=O. The catalyst is C(O)(=O)CC. The product is [S:1]([NH:11][N:12]=[CH:15][CH:14]([Cl:17])[Cl:13])([C:4]1[CH:5]=[CH:6][C:7]([CH3:8])=[CH:9][CH:10]=1)(=[O:2])=[O:3]. The yield is 0.700. (2) The reactants are [NH2:1][C:2]1[C:3]2[C:13]([O:14][CH2:15][C@@H:16]3[C@@H:20]([OH:21])[C@@H:19]([OH:22])[CH:18]([OH:23])[O:17]3)=[CH:12][CH:11]=[CH:10][C:4]=2[NH:5][S:6](=[O:9])(=[O:8])[N:7]=1.F[C:25](F)(F)C(O)=O. The catalyst is CO. The product is [NH2:1][C:2]1[C:3]2[C:13]([O:14][CH2:15][C@@H:16]3[C@@H:20]([OH:21])[C@@H:19]([OH:22])[CH:18]([O:23][CH3:25])[O:17]3)=[CH:12][CH:11]=[CH:10][C:4]=2[NH:5][S:6](=[O:8])(=[O:9])[N:7]=1. The yield is 1.00. (3) The reactants are [CH2:1](Br)[C:2]1[CH:7]=[CH:6][CH:5]=[CH:4][CH:3]=1.[NH:9]1[C:13]([C:14]2[CH:15]=[C:16]([C:20]3[CH:21]=[CH:22][C:23]4[O:27][C:26]([C:28]5[CH:33]=[CH:32][C:31]([F:34])=[CH:30][CH:29]=5)=[C:25]([C:35]([NH:37][CH3:38])=[O:36])[C:24]=4[CH:39]=3)[CH:17]=[CH:18][CH:19]=2)=[N:12][N:11]=[N:10]1.C([O-])([O-])=O.[Na+].[Na+]. The catalyst is CN(C=O)C. The product is [CH2:1]([N:10]1[N:11]=[N:12][C:13]([C:14]2[CH:15]=[C:16]([C:20]3[CH:21]=[CH:22][C:23]4[O:27][C:26]([C:28]5[CH:33]=[CH:32][C:31]([F:34])=[CH:30][CH:29]=5)=[C:25]([C:35]([NH:37][CH3:38])=[O:36])[C:24]=4[CH:39]=3)[CH:17]=[CH:18][CH:19]=2)=[N:9]1)[C:2]1[CH:7]=[CH:6][CH:5]=[CH:4][CH:3]=1. The yield is 0.190. (4) The reactants are [NH2:1][C:2]1[N:7]=[C:6]([C:8]2[CH:13]=[CH:12][C:11]([OH:14])=[CH:10][C:9]=2[CH:15]2[CH2:17][CH2:16]2)[CH:5]=[CH:4][CH:3]=1.[CH3:18][N:19]([CH3:23])[CH2:20][CH2:21]Cl.C([O-])([O-])=O.[Cs+].[Cs+]. No catalyst specified. The product is [CH:15]1([C:9]2[CH:10]=[C:11]([O:14][CH2:21][CH2:20][N:19]([CH3:23])[CH3:18])[CH:12]=[CH:13][C:8]=2[C:6]2[N:7]=[C:2]([NH2:1])[CH:3]=[CH:4][CH:5]=2)[CH2:17][CH2:16]1. The yield is 0.810. (5) The reactants are [NH2:1][C:2]1[CH:24]=[CH:23][C:5]([O:6][C:7]2[CH:12]=[CH:11][N:10]=[C:9]([NH:13][C:14]([N:16]3[CH2:21][CH2:20][N:19]([CH3:22])[CH2:18][CH2:17]3)=[O:15])[CH:8]=2)=[C:4]([F:25])[CH:3]=1.[C:26]1([CH2:32][C:33]([N:35]=[C:36]=[O:37])=[O:34])[CH:31]=[CH:30][CH:29]=[CH:28][CH:27]=1.C(OCC)C. The catalyst is O1CCCC1.FC1C=C(NC(NC(=O)CC2C=CC=CC=2)=S)C=CC=1OC1N=CN=C(NC(N2CCCC2)=O)C=1. The product is [F:25][C:4]1[CH:3]=[C:2]([NH:1][C:36]([NH:35][C:33](=[O:34])[CH2:32][C:26]2[CH:27]=[CH:28][CH:29]=[CH:30][CH:31]=2)=[O:37])[CH:24]=[CH:23][C:5]=1[O:6][C:7]1[CH:12]=[CH:11][N:10]=[C:9]([NH:13][C:14]([N:16]2[CH2:17][CH2:18][N:19]([CH3:22])[CH2:20][CH2:21]2)=[O:15])[CH:8]=1. The yield is 0.470. (6) The reactants are [Cl:1][C:2]1[CH:7]=[CH:6][C:5]([S:8]([CH:11]([C:17]2[CH:22]=[C:21]([F:23])[CH:20]=[CH:19][C:18]=2[F:24])[CH2:12][CH2:13][CH2:14][CH2:15]O)(=[O:10])=[O:9])=[CH:4][CH:3]=1.[CH3:25][S:26]([NH:29][C:30](=[O:36])[O:31][C:32]([CH3:35])([CH3:34])[CH3:33])(=[O:28])=[O:27].C1(P(C2C=CC=CC=2)C2C=CC=CC=2)C=CC=CC=1.N(C(OC(C)C)=O)=NC(OC(C)C)=O. The catalyst is O1CCCC1.C(OCC)(=O)C.CCCCCC. The product is [Cl:1][C:2]1[CH:3]=[CH:4][C:5]([S:8]([CH:11]([C:17]2[CH:22]=[C:21]([F:23])[CH:20]=[CH:19][C:18]=2[F:24])[CH2:12][CH2:13][CH2:14][CH2:15][N:29]([S:26]([CH3:25])(=[O:28])=[O:27])[C:30](=[O:36])[O:31][C:32]([CH3:33])([CH3:35])[CH3:34])(=[O:10])=[O:9])=[CH:6][CH:7]=1. The yield is 0.990.